This data is from Forward reaction prediction with 1.9M reactions from USPTO patents (1976-2016). The task is: Predict the product of the given reaction. (1) The product is: [CH2:19]([N:21]([S:22]([C:25]1[CH:26]=[CH:27][C:28]([F:31])=[CH:29][CH:30]=1)(=[O:24])=[O:23])[CH2:32][C:33]([NH:13][CH2:12][C:11]1[CH:14]=[CH:15][CH:16]=[C:9]([C:6]2[CH:5]=[CH:4][C:3]([C:2]([F:17])([F:1])[F:18])=[CH:8][N:7]=2)[CH:10]=1)=[O:34])[CH3:20]. Given the reactants [F:1][C:2]([F:18])([F:17])[C:3]1[CH:4]=[CH:5][C:6]([C:9]2[CH:10]=[C:11]([CH:14]=[CH:15][CH:16]=2)[CH2:12][NH2:13])=[N:7][CH:8]=1.[CH2:19]([N:21]([CH2:32][C:33](O)=[O:34])[S:22]([C:25]1[CH:30]=[CH:29][C:28]([F:31])=[CH:27][CH:26]=1)(=[O:24])=[O:23])[CH3:20].CN(C(ON1N=NC2C=CC=NC1=2)=[N+](C)C)C.F[P-](F)(F)(F)(F)F.C(N(CC)C(C)C)(C)C.OS([O-])(=O)=O.[K+], predict the reaction product. (2) Given the reactants [Cl:1][C:2]1[N:7]=[C:6]([OH:8])[CH:5]=[CH:4][CH:3]=1.I[CH2:10][CH2:11][CH3:12].C([O-])([O-])=O.[K+].[K+], predict the reaction product. The product is: [Cl:1][C:2]1[CH:3]=[CH:4][CH:5]=[C:6]([O:8][CH2:10][CH2:11][CH3:12])[N:7]=1. (3) Given the reactants [Cl:1][C:2]1[CH:10]=[C:9](/[CH:11]=[CH:12]/[CH:13]([C:18]2[CH:23]=[C:22]([Cl:24])[C:21]([Cl:25])=[C:20]([Cl:26])[CH:19]=2)[C:14]([F:17])([F:16])[F:15])[CH:8]=[CH:7][C:3]=1[C:4]([OH:6])=O.[NH2:27][C:28]1([C:31]([NH:33][CH2:34][C:35]([F:38])([F:37])[F:36])=[O:32])[CH2:30][CH2:29]1.F[P-](F)(F)(F)(F)F.ClC1N(C)CC[NH+]1C.ON1C2N=CC=CC=2N=N1, predict the reaction product. The product is: [Cl:1][C:2]1[CH:10]=[C:9](/[CH:11]=[CH:12]/[CH:13]([C:18]2[CH:23]=[C:22]([Cl:24])[C:21]([Cl:25])=[C:20]([Cl:26])[CH:19]=2)[C:14]([F:16])([F:15])[F:17])[CH:8]=[CH:7][C:3]=1[C:4]([NH:27][C:28]1([C:31](=[O:32])[NH:33][CH2:34][C:35]([F:37])([F:38])[F:36])[CH2:30][CH2:29]1)=[O:6]. (4) Given the reactants [CH3:1][O:2][C:3]1[CH:8]=[CH:7][C:6]([CH:9]2[C:14]3[NH:15][C:16]4[C:21]([C:13]=3[CH2:12][CH2:11][NH:10]2)=[CH:20][CH:19]=[CH:18][CH:17]=4)=[CH:5][CH:4]=1.Cl[C:23]1[N:28]=[CH:27][N:26]=[C:25]2[NH:29][N:30]=[CH:31][C:24]=12, predict the reaction product. The product is: [CH3:1][O:2][C:3]1[CH:4]=[CH:5][C:6]([CH:9]2[C:14]3[NH:15][C:16]4[C:21](=[CH:20][CH:19]=[CH:18][CH:17]=4)[C:13]=3[CH2:12][CH2:11][N:10]2[C:23]2[N:28]=[CH:27][N:26]=[C:25]3[NH:29][N:30]=[CH:31][C:24]=23)=[CH:7][CH:8]=1. (5) Given the reactants Cl[CH:2]([C:9]1[CH:14]=[CH:13][CH:12]=[C:11]([C:15]([F:18])([F:17])[F:16])[CH:10]=1)[C:3]1[N:4]=[N:5][N:6]([CH3:8])[N:7]=1.[CH2:19]([C@H:21]1[CH2:30][NH:29][C:28]2[C:23](=[CH:24][CH:25]=[C:26]([C:31]([F:34])([F:33])[F:32])[CH:27]=2)[NH:22]1)[CH3:20].C(OC(N1C2C(=CC=CC=2)N(C(C2C=C(C(F)(F)F)C=C(C(F)(F)F)C=2)C2N=NN(C)N=2)CC1CC)=O)C, predict the reaction product. The product is: [CH2:19]([CH:21]1[NH:22][C:23]2[C:28](=[CH:27][C:26]([C:31]([F:33])([F:34])[F:32])=[CH:25][CH:24]=2)[N:29]([CH:2]([C:3]2[N:4]=[N:5][N:6]([CH3:8])[N:7]=2)[C:9]2[CH:14]=[CH:13][CH:12]=[C:11]([C:15]([F:18])([F:17])[F:16])[CH:10]=2)[CH2:30]1)[CH3:20]. (6) Given the reactants [Cl:1][C:2]1[CH:8]=[CH:7][C:5]([NH2:6])=[C:4]([C:9]2[CH:14]=[C:13]([O:15][CH3:16])[N:12]=[CH:11][N:10]=2)[CH:3]=1.N(OCCC(C)C)=O.N([Si](C)(C)C)=[N+:26]=[N-:27].[C:32]([O:36][CH2:37][CH3:38])(=[O:35])[C:33]#[CH:34], predict the reaction product. The product is: [Cl:1][C:2]1[CH:8]=[CH:7][C:5]([N:6]2[CH:34]=[C:33]([C:32]([O:36][CH2:37][CH3:38])=[O:35])[N:26]=[N:27]2)=[C:4]([C:9]2[CH:14]=[C:13]([O:15][CH3:16])[N:12]=[CH:11][N:10]=2)[CH:3]=1. (7) Given the reactants [F:1][C:2]1[CH:7]=[CH:6][CH:5]=[C:4]([F:8])[C:3]=1[N:9]1[C:14]2[N:15]=[C:16](S(C)(=O)=O)[N:17]=[C:18]([C:19]3[CH:20]=[C:21]([NH:26][C:27](=[O:36])[C:28]4[CH:33]=[CH:32][C:31]([F:34])=[C:30]([CH3:35])[CH:29]=4)[CH:22]=[CH:23][C:24]=3[CH3:25])[C:13]=2[CH:12]=[CH:11][C:10]1=[O:41].[NH:42]1[CH2:47][CH2:46][CH:45]([NH:48]C(=O)OC(C)(C)C)[CH2:44][CH2:43]1, predict the reaction product. The product is: [NH2:48][CH:45]1[CH2:46][CH2:47][N:42]([C:16]2[N:17]=[C:18]([C:19]3[CH:20]=[C:21]([NH:26][C:27](=[O:36])[C:28]4[CH:33]=[CH:32][C:31]([F:34])=[C:30]([CH3:35])[CH:29]=4)[CH:22]=[CH:23][C:24]=3[CH3:25])[C:13]3[CH:12]=[CH:11][C:10](=[O:41])[N:9]([C:3]4[C:2]([F:1])=[CH:7][CH:6]=[CH:5][C:4]=4[F:8])[C:14]=3[N:15]=2)[CH2:43][CH2:44]1. (8) The product is: [C:19]([C:21]1[CH:22]=[C:23]([S:27]([NH:1][CH2:2][CH2:3][NH:4][C:5](=[O:11])[O:6][C:7]([CH3:8])([CH3:10])[CH3:9])(=[O:29])=[O:28])[CH:24]=[CH:25][CH:26]=1)#[N:20]. Given the reactants [NH2:1][CH2:2][CH2:3][NH:4][C:5](=[O:11])[O:6][C:7]([CH3:10])([CH3:9])[CH3:8].C(N(CC)CC)C.[C:19]([C:21]1[CH:22]=[C:23]([S:27](Cl)(=[O:29])=[O:28])[CH:24]=[CH:25][CH:26]=1)#[N:20], predict the reaction product. (9) Given the reactants CC(=[N:4][OH:5])C.CC(C)([O-])C.[K+].[C:12]([C:14]1[CH:15]=[C:16]([CH:37]=[CH:38][C:39]=1F)[C:17]([NH:19][C:20]1[C:21]([NH:26][C:27](=[O:36])[C:28]2[CH:33]=[CH:32][C:31]([O:34][CH3:35])=[CH:30][CH:29]=2)=[CH:22][CH:23]=[CH:24][CH:25]=1)=[O:18])#[N:13], predict the reaction product. The product is: [NH2:13][C:12]1[C:14]2[CH:15]=[C:16]([C:17]([NH:19][C:20]3[C:21]([NH:26][C:27](=[O:36])[C:28]4[CH:33]=[CH:32][C:31]([O:34][CH3:35])=[CH:30][CH:29]=4)=[CH:22][CH:23]=[CH:24][CH:25]=3)=[O:18])[CH:37]=[CH:38][C:39]=2[O:5][N:4]=1. (10) The product is: [CH3:1][C:2]1([CH3:33])[C:11]2[CH:10]=[C:9]([Se:12][C:13]3[CH:18]=[CH:17][C:16](/[CH:19]=[CH:20]/[C:21]([OH:23])=[O:22])=[CH:15][CH:14]=3)[CH:8]=[CH:7][C:6]=2[C:5]([C:26]2[CH:27]=[CH:28][C:29]([CH3:32])=[CH:30][CH:31]=2)=[CH:4][CH2:3]1. Given the reactants [CH3:1][C:2]1([CH3:33])[C:11]2[CH:10]=[C:9]([Se:12][C:13]3[CH:18]=[CH:17][C:16](/[CH:19]=[CH:20]/[C:21]([O:23]CC)=[O:22])=[CH:15][CH:14]=3)[CH:8]=[CH:7][C:6]=2[C:5]([C:26]2[CH:31]=[CH:30][C:29]([CH3:32])=[CH:28][CH:27]=2)=[CH:4][CH2:3]1.O.[OH-].[Li+], predict the reaction product.